This data is from Reaction yield outcomes from USPTO patents with 853,638 reactions. The task is: Predict the reaction yield, written as a fraction of the theoretical maximum amount of product (1.0 means a 100% yield; for example, 0.34 means a 34% yield). (1) The reactants are N1C=[CH:5][CH:4]=[CH:3][CH:2]=1.[C:7]([O:11][C:12](=[O:30])[NH:13][CH2:14][CH2:15][S:16]([C:19]1[C:20]2[CH:21]=[CH:22][N:23]=[CH:24][C:25]=2[CH:26]=[C:27](Cl)[CH:28]=1)(=[O:18])=[O:17])([CH3:10])([CH3:9])[CH3:8].[C:31]1(B(O)O)[CH:36]=[CH:35][CH:34]=[CH:33][CH:32]=1.[C:40]([O-:43])([O-])=[O:41].[K+].[K+]. The catalyst is O.C(O)C. The product is [C:7]([O:11][C:12](=[O:30])[NH:13][CH2:14][CH2:15][S:16]([C:19]1[C:20]2[CH:21]=[CH:22][N:23]=[CH:24][C:25]=2[CH:26]=[C:27]([C:34]2[CH:35]=[CH:36][C:31]([O:41][CH:40]3[CH2:5][CH2:4][CH2:3][CH2:2][O:43]3)=[CH:32][CH:33]=2)[CH:28]=1)(=[O:18])=[O:17])([CH3:10])([CH3:9])[CH3:8]. The yield is 0.644. (2) The reactants are [OH2:1].[OH2:2].O.O.O.O.C(O[O-])(=O)C1C(=CC=CC=1)C([O-])=O.[Mg+2].[CH3:21][C:22]([O:25][C:26]([N:28]1[CH2:34][C:33]([S:38][C:39]2[CH:44]=[CH:43][C:42]([Br:45])=[CH:41][CH:40]=2)([N:35]([CH3:37])[CH3:36])[C:32]2[CH:46]=[CH:47][CH:48]=[CH:49][C:31]=2[CH2:30][CH2:29]1)=[O:27])([CH3:24])[CH3:23]. The catalyst is ClCCl.CO. The product is [CH3:24][C:22]([O:25][C:26]([N:28]1[CH2:34][C:33]([S:38]([C:39]2[CH:40]=[CH:41][C:42]([Br:45])=[CH:43][CH:44]=2)(=[O:2])=[O:1])([N:35]([CH3:36])[CH3:37])[C:32]2[CH:46]=[CH:47][CH:48]=[CH:49][C:31]=2[CH2:30][CH2:29]1)=[O:27])([CH3:21])[CH3:23]. The yield is 0.850. (3) The reactants are [Cl-].O[NH3+:3].[C:4](=[O:7])([O-])[OH:5].[Na+].CS(C)=O.[CH3:13][C:14]1[N:15]([C:39]2[CH:44]=[CH:43][C:42]([O:45][CH2:46][CH2:47][CH3:48])=[CH:41][CH:40]=2)[C:16](=[O:38])[C:17]([CH2:23][C:24]2[CH:29]=[CH:28][C:27]([C:30]3[C:31]([C:36]#[N:37])=[CH:32][CH:33]=[CH:34][CH:35]=3)=[CH:26][CH:25]=2)=[C:18]([CH2:20][CH2:21][CH3:22])[N:19]=1. The catalyst is O.C(OCC)(=O)C. The product is [CH3:13][C:14]1[N:15]([C:39]2[CH:44]=[CH:43][C:42]([O:45][CH2:46][CH2:47][CH3:48])=[CH:41][CH:40]=2)[C:16](=[O:38])[C:17]([CH2:23][C:24]2[CH:25]=[CH:26][C:27]([C:30]3[CH:35]=[CH:34][CH:33]=[CH:32][C:31]=3[C:36]3[NH:3][C:4](=[O:7])[O:5][N:37]=3)=[CH:28][CH:29]=2)=[C:18]([CH2:20][CH2:21][CH3:22])[N:19]=1. The yield is 0.710. (4) The reactants are [NH2:1][C:2]1[CH:11]=[CH:10][C:5]2[C:6](=[O:9])[O:7][CH2:8][C:4]=2[CH:3]=1.[CH2:12](Br)[C:13]1[CH:18]=[CH:17][CH:16]=[CH:15][CH:14]=1.[CH:20](N(C(C)C)CC)([CH3:22])[CH3:21].[CH2:29]1[CH2:33]O[CH2:31][CH2:30]1. No catalyst specified. The product is [CH2:12]([N:1]([CH2:31][C:30]1[CH:22]=[CH:20][CH:21]=[CH:33][CH:29]=1)[C:2]1[CH:3]=[C:4]2[C:5](=[CH:10][CH:11]=1)[C:6](=[O:9])[O:7][CH2:8]2)[C:13]1[CH:18]=[CH:17][CH:16]=[CH:15][CH:14]=1. The yield is 0.310. (5) The reactants are Cl[CH2:2][C:3]1[CH:4]=[C:5]([CH:20]=[CH:21][CH:22]=1)[O:6][CH2:7][C:8]1[N:9]=[C:10]([C:14]2[CH:19]=[CH:18][CH:17]=[CH:16][CH:15]=2)[O:11][C:12]=1[CH3:13].[SH:23][C:24]1[CH:25]=[C:26]([CH:30]=[CH:31][CH:32]=1)[C:27]([OH:29])=[O:28].CN(C)C=O.Cl. The catalyst is O.C(N(CC)CC)C. The product is [CH3:13][C:12]1[O:11][C:10]([C:14]2[CH:19]=[CH:18][CH:17]=[CH:16][CH:15]=2)=[N:9][C:8]=1[CH2:7][O:6][C:5]1[CH:4]=[C:3]([CH:22]=[CH:21][CH:20]=1)[CH2:2][S:23][C:24]1[CH:25]=[C:26]([CH:30]=[CH:31][CH:32]=1)[C:27]([OH:29])=[O:28]. The yield is 0.900.